This data is from Peptide-MHC class I binding affinity with 185,985 pairs from IEDB/IMGT. The task is: Regression. Given a peptide amino acid sequence and an MHC pseudo amino acid sequence, predict their binding affinity value. This is MHC class I binding data. (1) The binding affinity (normalized) is 0.152. The peptide sequence is VLLRKNGNK. The MHC is HLA-A33:01 with pseudo-sequence HLA-A33:01. (2) The peptide sequence is ATDALMTGF. The MHC is HLA-A02:03 with pseudo-sequence HLA-A02:03. The binding affinity (normalized) is 0. (3) The peptide sequence is REPGVRFVV. The MHC is HLA-B73:01 with pseudo-sequence HLA-B73:01. The binding affinity (normalized) is 0.0847. (4) The peptide sequence is FIQNIDFKA. The MHC is HLA-A02:01 with pseudo-sequence HLA-A02:01. The binding affinity (normalized) is 0.671. (5) The peptide sequence is ETFLQSPPI. The MHC is HLA-A24:02 with pseudo-sequence HLA-A24:02. The binding affinity (normalized) is 0.118. (6) The peptide sequence is GRVNPGTYV. The MHC is HLA-A24:02 with pseudo-sequence HLA-A24:02. The binding affinity (normalized) is 0.602. (7) The MHC is Mamu-B03 with pseudo-sequence Mamu-B03. The binding affinity (normalized) is 0. The peptide sequence is SVIQESCDK.